This data is from Full USPTO retrosynthesis dataset with 1.9M reactions from patents (1976-2016). The task is: Predict the reactants needed to synthesize the given product. (1) Given the product [BrH:1].[OH:10][C:6]1[C:7](=[O:9])[CH:8]=[C:3]([CH2:2][N:15]2[CH2:16][CH2:17][N:12]([CH3:11])[CH2:13][CH2:14]2)[O:4][CH:5]=1, predict the reactants needed to synthesize it. The reactants are: [Br:1][CH2:2][C:3]1[O:4][CH:5]=[C:6]([OH:10])[C:7](=[O:9])[CH:8]=1.[CH3:11][N:12]1[CH2:17][CH2:16][NH:15][CH2:14][CH2:13]1. (2) The reactants are: [C:1](#[N:3])[CH3:2].[OH-].[K+].[F:6][C:7]1[CH:20]=[CH:19][C:10]([C:11]([C:13]2[CH:18]=[CH:17][N:16]=[CH:15][CH:14]=2)=O)=[CH:9][CH:8]=1.O. Given the product [F:6][C:7]1[CH:8]=[CH:9][C:10](/[C:11](/[C:13]2[CH:14]=[CH:15][N:16]=[CH:17][CH:18]=2)=[CH:2]\[C:1]#[N:3])=[CH:19][CH:20]=1, predict the reactants needed to synthesize it. (3) Given the product [CH:1]1([S:4]([NH:7][C:8]([C@@:10]2([NH:15][C:16]([C@@H:18]3[CH2:22][C@@H:21]([O:23][C:24]4[C:25]5[O:42][C:41]6[CH:43]=[CH:44][CH:45]=[CH:46][C:40]=6[C:26]=5[N:27]=[C:28]([C:30]5[CH:31]=[CH:32][C:33]([O:36][CH:37]([CH3:38])[CH3:39])=[CH:34][CH:35]=5)[N:29]=4)[CH2:20][N:19]3[C:47](=[O:57])[C@@H:48]([NH:53][C:54]3[S:55][CH:64]=[C:65]([CH3:66])[N:56]=3)[C:49]([CH3:51])([CH3:50])[CH3:52])=[O:17])[CH2:12][C@H:11]2[CH:13]=[CH2:14])=[O:9])(=[O:6])=[O:5])[CH2:3][CH2:2]1, predict the reactants needed to synthesize it. The reactants are: [CH:1]1([S:4]([NH:7][C:8]([C@@:10]2([NH:15][C:16]([C@@H:18]3[CH2:22][C@@H:21]([O:23][C:24]4[C:25]5[O:42][C:41]6[CH:43]=[CH:44][CH:45]=[CH:46][C:40]=6[C:26]=5[N:27]=[C:28]([C:30]5[CH:35]=[CH:34][C:33]([O:36][CH:37]([CH3:39])[CH3:38])=[CH:32][CH:31]=5)[N:29]=4)[CH2:20][N:19]3[C:47](=[O:57])[C@@H:48]([NH:53][C:54]([NH2:56])=[S:55])[C:49]([CH3:52])([CH3:51])[CH3:50])=[O:17])[CH2:12][C@H:11]2[CH:13]=[CH2:14])=[O:9])(=[O:6])=[O:5])[CH2:3][CH2:2]1.C(=O)(O)[O-].[Na+].Br[CH2:64][C:65](=O)[CH3:66]. (4) Given the product [CH3:27][O:28][C:29](=[O:40])[CH2:30][O:31][C:32]1[CH:37]=[CH:36][C:35]([CH2:38][O:23][C:18]2[C:17]([C:7]3[N:6]([CH2:5][C:4]4[CH:24]=[CH:25][CH:26]=[C:2]([Cl:1])[CH:3]=4)[C:10]4[CH:11]=[C:12]([F:16])[C:13]([F:15])=[CH:14][C:9]=4[N:8]=3)=[CH:22][CH:21]=[CH:20][N:19]=2)=[CH:34][CH:33]=1, predict the reactants needed to synthesize it. The reactants are: [Cl:1][C:2]1[CH:3]=[C:4]([CH:24]=[CH:25][CH:26]=1)[CH2:5][N:6]1[C:10]2[CH:11]=[C:12]([F:16])[C:13]([F:15])=[CH:14][C:9]=2[N:8]=[C:7]1[C:17]1[C:18]([OH:23])=[N:19][CH:20]=[CH:21][CH:22]=1.[CH3:27][O:28][C:29](=[O:40])[CH2:30][O:31][C:32]1[CH:37]=[CH:36][C:35]([CH2:38]Br)=[CH:34][CH:33]=1.